From a dataset of M1 muscarinic receptor antagonist screen with 61,756 compounds. Binary Classification. Given a drug SMILES string, predict its activity (active/inactive) in a high-throughput screening assay against a specified biological target. (1) The drug is s1c(C(=O)N2CCN(CC2)C)c(n(c1=S)CC=C)N. The result is 0 (inactive). (2) The drug is O=C(Nc1c(cccc1)C(OC)=O)C1CCN(CC1)C(=O)c1cc(OC)cc(OC)c1. The result is 0 (inactive). (3) The compound is o1c2c(N3CCN(CC3)C(=O)c3occc3)ncnc2c2c1cccc2. The result is 0 (inactive). (4) The molecule is S(=O)(=O)(N(C)C)c1c(cccc1)C#N. The result is 0 (inactive). (5) The drug is O=C1N(Cc2c1c(ccc2)C(O)=O)CC(OCC)=O. The result is 0 (inactive). (6) The compound is S(=O)(=O)(NC=1NCN(C2CCN(CC2)Cc2ccccc2)CN1)CCCC. The result is 0 (inactive). (7) The compound is S(=O)(=O)(N(CC(OC)=O)c1ccc(F)cc1)c1cc2OCCOc2cc1. The result is 0 (inactive).